This data is from Full USPTO retrosynthesis dataset with 1.9M reactions from patents (1976-2016). The task is: Predict the reactants needed to synthesize the given product. (1) Given the product [OH:40][C:41]([CH3:54])([CH3:53])[C@@H:42]([NH:49][C:50]([NH:52][C:2]1[N:7]=[C:6]([CH2:8][OH:9])[C:5]2[C:10]([O:32][CH3:33])=[N:11][N:12]([C:13]([C:26]3[CH:31]=[CH:30][CH:29]=[CH:28][CH:27]=3)([C:20]3[CH:25]=[CH:24][CH:23]=[CH:22][CH:21]=3)[C:14]3[CH:19]=[CH:18][CH:17]=[CH:16][CH:15]=3)[C:4]=2[CH:3]=1)=[O:51])[C:43]1[CH:48]=[CH:47][CH:46]=[CH:45][CH:44]=1, predict the reactants needed to synthesize it. The reactants are: Cl[C:2]1[N:7]=[C:6]([CH2:8][OH:9])[C:5]2[C:10]([O:32][CH3:33])=[N:11][N:12]([C:13]([C:26]3[CH:31]=[CH:30][CH:29]=[CH:28][CH:27]=3)([C:20]3[CH:25]=[CH:24][CH:23]=[CH:22][CH:21]=3)[C:14]3[CH:19]=[CH:18][CH:17]=[CH:16][CH:15]=3)[C:4]=2[CH:3]=1.C(=O)([O-])[O-].[Cs+].[Cs+].[OH:40][C:41]([CH3:54])([CH3:53])[C@@H:42]([NH:49][C:50]([NH2:52])=[O:51])[C:43]1[CH:48]=[CH:47][CH:46]=[CH:45][CH:44]=1. (2) Given the product [CH3:20][N:19]([CH2:21][CH:22]([OH:32])[CH2:23][O:24][C:25]1[CH:26]=[CH:27][C:28]([NH:29][C:2]2[N:7]=[C:6]([NH:8][C:9]3[CH:14]=[CH:13][CH:12]=[CH:11][C:10]=3[CH2:15][CH3:16])[CH:5]=[CH:4][N:3]=2)=[CH:30][CH:31]=1)[CH3:18], predict the reactants needed to synthesize it. The reactants are: Cl[C:2]1[N:7]=[C:6]([NH:8][C:9]2[CH:14]=[CH:13][CH:12]=[CH:11][C:10]=2[CH2:15][CH3:16])[CH:5]=[CH:4][N:3]=1.Cl.[CH3:18][N:19]([CH2:21][CH:22]([OH:32])[CH2:23][O:24][C:25]1[CH:31]=[CH:30][C:28]([NH2:29])=[CH:27][CH:26]=1)[CH3:20]. (3) The reactants are: C[O:2][C:3](=[O:23])[CH:4]([C:12]1[CH:17]=[CH:16][C:15]([S:18]([CH3:21])(=[O:20])=[O:19])=[C:14]([Cl:22])[CH:13]=1)[CH2:5][C@H:6]1[CH2:11][CH2:10][CH2:9][S:8][CH2:7]1.[OH-].[Li+]. Given the product [Cl:22][C:14]1[CH:13]=[C:12]([CH:4]([CH2:5][C@H:6]2[CH2:11][CH2:10][CH2:9][S:8][CH2:7]2)[C:3]([OH:23])=[O:2])[CH:17]=[CH:16][C:15]=1[S:18]([CH3:21])(=[O:20])=[O:19], predict the reactants needed to synthesize it. (4) The reactants are: [CH3:1][NH:2][C:3]([C:5]1[C:9]2[CH:10]=[C:11](B3OC(C)(C)C(C)(C)O3)[C:12]([N:14]([CH3:19])[S:15]([CH3:18])(=[O:17])=[O:16])=[CH:13][C:8]=2[O:7][C:6]=1[C:29]([O:31][CH3:32])=[O:30])=[O:4].Cl[C:34]1[CH:35]=[CH:36][C:37]2[O:50][CH2:49][N:40]3[C:41]4[CH:42]=[CH:43][CH:44]=[C:45]([F:48])[C:46]=4[CH:47]=[C:39]3[C:38]=2[N:51]=1. Given the product [F:48][C:45]1[C:46]2[CH:47]=[C:39]3[C:38]4[N:51]=[C:34]([C:11]5[C:12]([N:14]([CH3:19])[S:15]([CH3:18])(=[O:16])=[O:17])=[CH:13][C:8]6[O:7][C:6]([C:29]([O:31][CH3:32])=[O:30])=[C:5]([C:3](=[O:4])[NH:2][CH3:1])[C:9]=6[CH:10]=5)[CH:35]=[CH:36][C:37]=4[O:50][CH2:49][N:40]3[C:41]=2[CH:42]=[CH:43][CH:44]=1, predict the reactants needed to synthesize it. (5) Given the product [CH3:1][O:2][C:3]1[CH:30]=[C:29]([O:31][CH3:32])[CH:28]=[CH:27][C:4]=1[CH2:5][NH:6][C:7]1[N:16]2[N:35]=[C:34]([CH3:33])[N:17]=[C:15]2[C:14]2[C:9](=[C:10]3[O:24][C:23]([F:26])([F:25])[O:22][C:11]3=[CH:12][CH:13]=2)[N:8]=1, predict the reactants needed to synthesize it. The reactants are: [CH3:1][O:2][C:3]1[CH:30]=[C:29]([O:31][CH3:32])[CH:28]=[CH:27][C:4]=1[CH2:5][NH:6][C:7]1[N:16]=[C:15]([NH:17]NC(=O)C)[C:14]2[CH:13]=[CH:12][C:11]3[O:22][C:23]([F:26])([F:25])[O:24][C:10]=3[C:9]=2[N:8]=1.[CH3:33]/[C:34](/O[Si](C)(C)C)=[N:35]\[Si](C)(C)C. (6) Given the product [CH2:17]([NH:16][C:7]1[CH:8]=[C:9]([C:12]([F:13])([F:15])[F:14])[CH:10]=[CH:11][C:6]=1[CH:5]=[CH:4][C:3]([OH:19])=[O:2])[CH3:18], predict the reactants needed to synthesize it. The reactants are: C[O:2][C:3](=[O:19])[CH:4]=[CH:5][C:6]1[CH:11]=[CH:10][C:9]([C:12]([F:15])([F:14])[F:13])=[CH:8][C:7]=1[NH:16][CH2:17][CH3:18].[Li+].[OH-]. (7) Given the product [CH3:18][O:19][C:20](=[O:46])[C@@H:21]([NH:31][C:32]([C:34]1[C:39]([CH3:40])=[N:38][C:37]([NH:41][CH2:42][C:43]#[C:44][C:2]2[CH:7]=[CH:6][CH:5]=[C:4]([OH:8])[CH:3]=2)=[N:36][C:35]=1[CH3:45])=[O:33])[CH2:22][NH:23][C:24]([C:26]1[S:27][CH:28]=[CH:29][CH:30]=1)=[O:25], predict the reactants needed to synthesize it. The reactants are: I[C:2]1[CH:3]=[C:4]([OH:8])[CH:5]=[CH:6][CH:7]=1.CCN(C(C)C)C(C)C.[CH3:18][O:19][C:20](=[O:46])[C@@H:21]([NH:31][C:32]([C:34]1[C:35]([CH3:45])=[N:36][C:37]([NH:41][CH2:42][C:43]#[CH:44])=[N:38][C:39]=1[CH3:40])=[O:33])[CH2:22][NH:23][C:24]([C:26]1[S:27][CH:28]=[CH:29][CH:30]=1)=[O:25]. (8) Given the product [OH:21][CH2:20][C@H:18]1[CH2:19][C@@H:15]([NH:14][C:2]2[C:7]([I:8])=[C:6]([O:9][CH3:10])[N:5]=[C:4]([S:11][CH3:12])[N:3]=2)[C@H:16]([OH:23])[C@@H:17]1[OH:22], predict the reactants needed to synthesize it. The reactants are: Cl[C:2]1[C:7]([I:8])=[C:6]([O:9][CH3:10])[N:5]=[C:4]([S:11][CH3:12])[N:3]=1.Cl.[NH2:14][C@@H:15]1[CH2:19][C@H:18]([CH2:20][OH:21])[C@@H:17]([OH:22])[C@H:16]1[OH:23].C(N(CC)CC)C.